Predict the reactants needed to synthesize the given product. From a dataset of Full USPTO retrosynthesis dataset with 1.9M reactions from patents (1976-2016). (1) Given the product [F:14][C:10]1[CH:9]=[C:8]([C:5]2[CH:6]=[CH:7][C:2]3[NH:1][C:19](=[O:21])[O:17][CH:15]([CH3:16])[C:3]=3[CH:4]=2)[CH:13]=[CH:12][CH:11]=1, predict the reactants needed to synthesize it. The reactants are: [NH2:1][C:2]1[CH:7]=[CH:6][C:5]([C:8]2[CH:13]=[CH:12][CH:11]=[C:10]([F:14])[CH:9]=2)=[CH:4][C:3]=1[CH:15]([OH:17])[CH3:16].Cl[C:19](Cl)([O:21]C(=O)OC(Cl)(Cl)Cl)Cl.C(=O)(O)[O-].[Na+].C(OCC)(=O)C. (2) The reactants are: [OH:1][CH:2]([CH:6]([OH:31])[C:7]1[CH:12]=[CH:11][C:10]([C:13]2[N:17]([C:18]3[CH:23]=[CH:22][C:21]([O:24][CH:25]([CH3:27])[CH3:26])=[C:20]([C:28]#[N:29])[CH:19]=3)[CH2:16][O:15][N:14]=2)=[C:9]([CH3:30])[CH:8]=1)[C:3]([O-:5])=[O:4].C(OC1C=CC(C2N=C(C3C=CC(CCC(OC)=O)=CC=3C)ON=2)=CC=1C(F)(F)F)(C)C. Given the product [OH:1][CH:2]([CH:6]([OH:31])[C:7]1[CH:12]=[CH:11][C:10]([C:13]2[N:17]([C:18]3[CH:23]=[CH:22][C:21]([O:24][CH:25]([CH3:27])[CH3:26])=[C:20]([C:28]#[N:29])[CH:19]=3)[CH2:16][O:15][N:14]=2)=[C:9]([CH3:30])[CH:8]=1)[C:3]([OH:5])=[O:4], predict the reactants needed to synthesize it. (3) Given the product [C:7]([O:6][C:4]([C:1]1([C:11]([OH:13])=[O:12])[CH2:3][CH2:2]1)=[O:5])([CH3:10])([CH3:8])[CH3:9], predict the reactants needed to synthesize it. The reactants are: [C:1]1([C:11]([O:13]C)=[O:12])([C:4]([O:6][C:7]([CH3:10])([CH3:9])[CH3:8])=[O:5])[CH2:3][CH2:2]1.O.[OH-].[Li+]. (4) The reactants are: [C:1]1([CH2:7][C:8](Cl)=[O:9])[CH:6]=[CH:5][CH:4]=[CH:3][CH:2]=1.[CH3:11][O:12][C:13]1[CH:14]=[C:15]([CH2:19][CH2:20][NH2:21])[CH:16]=[CH:17][CH:18]=1. Given the product [CH3:11][O:12][C:13]1[CH:14]=[C:15]([CH2:19][CH2:20][NH:21][C:8](=[O:9])[CH2:7][C:1]2[CH:6]=[CH:5][CH:4]=[CH:3][CH:2]=2)[CH:16]=[CH:17][CH:18]=1, predict the reactants needed to synthesize it. (5) Given the product [CH:26]1([C:29]2[C:30]([O:39][CH2:40][CH:41]3[CH2:42][CH2:43][C:44]([F:47])([F:48])[CH2:45][CH2:46]3)=[CH:31][C:32]([F:38])=[C:33]([CH:37]=2)[C:34]([NH:61][S:58]([CH2:57][CH2:56][O:55][CH3:54])(=[O:60])=[O:59])=[O:36])[CH2:27][CH2:28]1, predict the reactants needed to synthesize it. The reactants are: C1(C2C(OCC3(C(F)(F)F)CCCCC3)=CC(F)=C(C=2)C(O)=O)CC1.[CH:26]1([C:29]2[C:30]([O:39][CH2:40][CH:41]3[CH2:46][CH2:45][C:44]([F:48])([F:47])[CH2:43][CH2:42]3)=[CH:31][C:32]([F:38])=[C:33]([CH:37]=2)[C:34]([OH:36])=O)[CH2:28][CH2:27]1.CS(N)(=O)=O.[CH3:54][O:55][CH2:56][CH2:57][S:58]([NH2:61])(=[O:60])=[O:59]. (6) Given the product [Br:1][C:2]1[CH:3]=[CH:4][C:5]([Cl:10])=[C:6]([CH:9]=1)[CH2:7][O:8][Si:20]([C:16]([CH3:19])([CH3:18])[CH3:17])([CH3:23])[CH3:22], predict the reactants needed to synthesize it. The reactants are: [Br:1][C:2]1[CH:3]=[CH:4][C:5]([Cl:10])=[C:6]([CH:9]=1)[CH2:7][OH:8].N1C=CN=C1.[C:16]([Si:20]([CH3:23])([CH3:22])Cl)([CH3:19])([CH3:18])[CH3:17]. (7) Given the product [Cl:1][C:2]1[CH:26]=[CH:25][CH:24]=[CH:23][C:3]=1[CH:4]([OH:5])[C:6]1[S:10][C:9]([NH:11][C:12](=[O:22])[CH:13]([C:16]2[CH:21]=[CH:20][CH:19]=[CH:18][CH:17]=2)[CH2:14][CH3:15])=[N:8][CH:7]=1, predict the reactants needed to synthesize it. The reactants are: [Cl:1][C:2]1[CH:26]=[CH:25][CH:24]=[CH:23][C:3]=1[C:4]([C:6]1[S:10][C:9]([NH:11][C:12](=[O:22])[CH:13]([C:16]2[CH:21]=[CH:20][CH:19]=[CH:18][CH:17]=2)[CH2:14][CH3:15])=[N:8][CH:7]=1)=[O:5].[BH4-].[Na+].